From a dataset of Full USPTO retrosynthesis dataset with 1.9M reactions from patents (1976-2016). Predict the reactants needed to synthesize the given product. (1) Given the product [NH2:59][C:1]([O:2][CH2:3][CH2:4][CH2:5][O:6][C:7]1[CH:8]=[CH:9][C:10]([CH2:13][C@H:14]([NH:35][C:36](=[O:37])[O:38][C@@H:39]2[C@H:46]3[C@H:42]([O:43][CH2:44][CH2:45]3)[O:41][CH2:40]2)[C@H:15]([OH:34])[CH2:16][N:17]([S:22]([C:25]2[CH:33]=[CH:32][C:28]3[O:29][CH2:30][O:31][C:27]=3[CH:26]=2)(=[O:23])=[O:24])[CH2:18][CH:19]([CH3:20])[CH3:21])=[CH:11][CH:12]=1)=[O:57], predict the reactants needed to synthesize it. The reactants are: [C:1](=[O:57])(OC1C=CC([N+]([O-])=O)=CC=1)[O:2][CH2:3][CH2:4][CH2:5][O:6][C:7]1[CH:12]=[CH:11][C:10]([CH2:13][C@H:14]([NH:35][C:36]([O:38][C@@H:39]2[C@H:46]3[C@H:42]([O:43][CH2:44][CH2:45]3)[O:41][CH2:40]2)=[O:37])[C@H:15]([OH:34])[CH2:16][N:17]([S:22]([C:25]2[CH:33]=[CH:32][C:28]3[O:29][CH2:30][O:31][C:27]=3[CH:26]=2)(=[O:24])=[O:23])[CH2:18][CH:19]([CH3:21])[CH3:20])=[CH:9][CH:8]=1.[OH-].[NH4+:59]. (2) Given the product [CH2:1]([N:3]([CH3:25])[C:4]([C:6]1[CH:10]=[C:9]([C:11]2[CH:12]=[CH:13][C:14]([CH2:17][NH2:18])=[CH:15][CH:16]=2)[N:8]([C:19]2[CH:20]=[N:21][CH:22]=[CH:23][CH:24]=2)[N:7]=1)=[O:5])[CH3:2], predict the reactants needed to synthesize it. The reactants are: [CH2:1]([N:3]([CH3:25])[C:4]([C:6]1[CH:10]=[C:9]([C:11]2[CH:16]=[CH:15][C:14]([C:17]#[N:18])=[CH:13][CH:12]=2)[N:8]([C:19]2[CH:20]=[N:21][CH:22]=[CH:23][CH:24]=2)[N:7]=1)=[O:5])[CH3:2].Cl. (3) Given the product [CH2:50]([CH:23]([C:24]([O:26][C:27]([CH3:30])([CH3:28])[CH3:29])=[O:25])[CH2:22][C@@H:21]([C:31]([O:33][C:34]([CH3:37])([CH3:36])[CH3:35])=[O:32])[NH:20][C:1]([C:8]1[CH:13]=[CH:12][CH:11]=[CH:10][CH:9]=1)([C:14]1[CH:15]=[CH:16][CH:17]=[CH:18][CH:19]=1)[C:2]1[CH:7]=[CH:6][CH:5]=[CH:4][CH:3]=1)[CH:49]=[CH2:48], predict the reactants needed to synthesize it. The reactants are: [C:1]([NH:20][C@H:21]([C:31]([O:33][C:34]([CH3:37])([CH3:36])[CH3:35])=[O:32])[CH2:22][CH2:23][C:24]([O:26][C:27]([CH3:30])([CH3:29])[CH3:28])=[O:25])([C:14]1[CH:19]=[CH:18][CH:17]=[CH:16][CH:15]=1)([C:8]1[CH:13]=[CH:12][CH:11]=[CH:10][CH:9]=1)[C:2]1[CH:7]=[CH:6][CH:5]=[CH:4][CH:3]=1.C[Si]([N-][Si](C)(C)C)(C)C.[Li+].[CH2:48](Br)[CH:49]=[CH2:50]. (4) Given the product [CH2:1]([O:3][C:4]([C:6]1[C:17]([NH2:18])=[N:16][C:9]2[N:10]=[C:11]([Cl:22])[N:12]=[CH:13][C:8]=2[CH:7]=1)=[O:5])[CH3:2], predict the reactants needed to synthesize it. The reactants are: [CH2:1]([O:3][C:4]([C:6]1[C:17]([NH2:18])=[N:16][C:9]2[N:10]=[C:11](SC)[N:12]=[CH:13][C:8]=2[CH:7]=1)=[O:5])[CH3:2].S(Cl)([Cl:22])(=O)=O.CCOCC. (5) Given the product [ClH:1].[N:2]1[CH:7]=[CH:6][CH:5]=[CH:4][C:3]=1[C:8]#[C:9][CH2:10][CH2:11][C:12]1[O:13][C:14]2[CH:20]=[CH:19][CH:18]=[CH:17][C:15]=2[N:16]=1, predict the reactants needed to synthesize it. The reactants are: [ClH:1].[N:2]1[CH:7]=[CH:6][CH:5]=[CH:4][C:3]=1[C:8]#[C:9][CH2:10][CH2:11][C:12]1[O:13][C:14]2[CH:20]=[CH:19][CH:18]=[CH:17][C:15]=2[N:16]=1. (6) Given the product [C:1]([O:5][C:6](=[O:16])[NH:7][CH2:8][C:9]1[CH:14]=[CH:13][CH:12]=[C:11]([N:27]2[CH:31]=[CH:30][CH:29]=[N:28]2)[CH:10]=1)([CH3:4])([CH3:3])[CH3:2], predict the reactants needed to synthesize it. The reactants are: [C:1]([O:5][C:6](=[O:16])[NH:7][CH2:8][C:9]1[CH:14]=[CH:13][CH:12]=[C:11](I)[CH:10]=1)([CH3:4])([CH3:3])[CH3:2].CN[C@H]1CCCC[C@@H]1NC.[NH:27]1[CH:31]=[CH:30][CH:29]=[N:28]1.C([O-])([O-])=O.[K+].[K+]. (7) The reactants are: Cl[C:2]1[CH:11]=[C:10]2[C:5]([C:6]([OH:12])=[CH:7][CH:8]=[N:9]2)=[CH:4][N:3]=1.CC1(C)C2C(=C(P(C3C=CC=CC=3)C3C=CC=CC=3)C=CC=2)OC2C(P(C3C=CC=CC=3)C3C=CC=CC=3)=CC=CC1=2.CCN(C(C)C)C(C)C.[CH2:64]([SH:71])[C:65]1[CH:70]=[CH:69][CH:68]=[CH:67][CH:66]=1. Given the product [CH2:64]([S:71][C:2]1[CH:11]=[C:10]2[C:5]([C:6]([OH:12])=[CH:7][CH:8]=[N:9]2)=[CH:4][N:3]=1)[C:65]1[CH:70]=[CH:69][CH:68]=[CH:67][CH:66]=1, predict the reactants needed to synthesize it.